Task: Predict which catalyst facilitates the given reaction.. Dataset: Catalyst prediction with 721,799 reactions and 888 catalyst types from USPTO Reactant: [F:1][C:2]1[CH:7]=[CH:6][C:5]([C:8](=[NH:16])[C:9]2[CH:15]=[CH:14][CH:13]=[CH:12][C:10]=2[NH2:11])=[CH:4][CH:3]=1.[Cl-].[C:18]([CH:20]([C:22]1[CH:27]=[CH:26][CH:25]=[CH:24][CH:23]=1)[NH3+])#[N:19].CS(O)(=O)=O. Product: [F:1][C:2]1[CH:3]=[CH:4][C:5]([C:8]2[C:9]3[CH:15]=[CH:14][CH:13]=[CH:12][C:10]=3[N:11]=[C:18]([NH2:19])[CH:20]([C:22]3[CH:27]=[CH:26][CH:25]=[CH:24][CH:23]=3)[N:16]=2)=[CH:6][CH:7]=1. The catalyst class is: 653.